Dataset: Forward reaction prediction with 1.9M reactions from USPTO patents (1976-2016). Task: Predict the product of the given reaction. Given the reactants Cl[CH2:2][CH2:3][CH2:4][O:5][C:6]1[CH:14]=[CH:13][C:12]2[N:11]3[CH2:15][CH2:16][CH2:17][NH:18][C:19](=[O:20])[C:10]3=[CH:9][C:8]=2[CH:7]=1.[NH:21]1[CH2:25][CH2:24][CH2:23][CH2:22]1.C(=O)([O-])[O-].[K+].[K+], predict the reaction product. The product is: [N:21]1([CH2:2][CH2:3][CH2:4][O:5][C:6]2[CH:14]=[CH:13][C:12]3[N:11]4[CH2:15][CH2:16][CH2:17][NH:18][C:19](=[O:20])[C:10]4=[CH:9][C:8]=3[CH:7]=2)[CH2:25][CH2:24][CH2:23][CH2:22]1.